Dataset: Peptide-MHC class I binding affinity with 185,985 pairs from IEDB/IMGT. Task: Regression. Given a peptide amino acid sequence and an MHC pseudo amino acid sequence, predict their binding affinity value. This is MHC class I binding data. (1) The peptide sequence is IYLPIVHPF. The MHC is HLA-B39:01 with pseudo-sequence HLA-B39:01. The binding affinity (normalized) is 0.0847. (2) The peptide sequence is QAISPRTLNAW. The MHC is HLA-B07:02 with pseudo-sequence HLA-B07:02. The binding affinity (normalized) is 0. (3) The peptide sequence is YSLLNRKAI. The MHC is HLA-A24:03 with pseudo-sequence HLA-A24:03. The binding affinity (normalized) is 0.0847. (4) The peptide sequence is IINEEAADW. The MHC is Mamu-A2601 with pseudo-sequence Mamu-A2601. The binding affinity (normalized) is 0. (5) The peptide sequence is DVVQYEQEI. The MHC is HLA-A02:01 with pseudo-sequence HLA-A02:01. The binding affinity (normalized) is 0.0616. (6) The MHC is HLA-A68:02 with pseudo-sequence HLA-A68:02. The peptide sequence is ALLFLMSFTI. The binding affinity (normalized) is 0.309. (7) The peptide sequence is SLSVETITEK. The MHC is HLA-A68:01 with pseudo-sequence HLA-A68:01. The binding affinity (normalized) is 0.131. (8) The peptide sequence is SGALWDVPSP. The MHC is HLA-A30:01 with pseudo-sequence HLA-A30:01. The binding affinity (normalized) is 0.140. (9) The peptide sequence is AYIDNYNKF. The MHC is Patr-A0301 with pseudo-sequence Patr-A0301. The binding affinity (normalized) is 0.0320. (10) The peptide sequence is FKLLEYSN. The MHC is H-2-Kb with pseudo-sequence H-2-Kb. The binding affinity (normalized) is 0.